From a dataset of Forward reaction prediction with 1.9M reactions from USPTO patents (1976-2016). Predict the product of the given reaction. (1) Given the reactants CN([C:4]([O:8]N1N=NC2C=CC=NC1=2)=[N+:5](C)C)C.F[P-](F)(F)(F)(F)F.[C:25]([OH:31])([C:27]([F:30])([F:29])[F:28])=[O:26].[NH:32]1[CH2:36][CH2:35][CH2:34][C@H:33]1[C:37]1[NH:41][C:40]2[CH:42]=[C:43]([C:46]3[CH:55]=[CH:54][C:53]4[C:48](=[CH:49][C:50]([C:56]5[N:57]=[C:58]([C@@H:61]6[CH2:65][CH2:64][CH2:63][NH:62]6)[NH:59][CH:60]=5)=[CH:51][CH:52]=4)[CH:47]=3)[CH:44]=[CH:45][C:39]=2[N:38]=1.C(N([CH:72]([CH3:74])[CH3:73])CC)(C)C.[CH3:75][O:76][C:77]([NH:79][C@@H:80]([CH:84]([CH3:86])[CH3:85])[C:81](O)=[O:82])=[O:78].[CH3:87][OH:88], predict the reaction product. The product is: [C:25]([OH:31])([C:27]([F:30])([F:29])[F:28])=[O:26].[CH3:87][O:88][C:4](=[O:8])[NH:5][C@H:27]([C:25]([N:62]1[CH2:63][CH2:64][CH2:65][C@H:61]1[C:58]1[NH:59][CH:60]=[C:56]([C:50]2[CH:51]=[CH:52][C:53]3[C:48](=[CH:47][C:46]([C:43]4[CH:44]=[CH:45][C:39]5[NH:38][C:37]([C@@H:33]6[CH2:34][CH2:35][CH2:36][N:32]6[C:81](=[O:82])[C@@H:80]([NH:79][C:77]([O:76][CH3:75])=[O:78])[CH:84]([CH3:86])[CH3:85])=[N:41][C:40]=5[CH:42]=4)=[CH:55][CH:54]=3)[CH:49]=2)[N:57]=1)=[O:26])[CH:72]([CH3:73])[CH3:74]. (2) Given the reactants [CH2:1]([C:8]1[CH:9]=[N:10][C:11]([N:14]2[CH2:19][CH2:18][N:17](C(OC(C)(C)C)=O)[CH2:16][CH:15]2[CH2:27][OH:28])=[N:12][CH:13]=1)[C:2]1[CH:7]=[CH:6][CH:5]=[CH:4][CH:3]=1.[ClH:29].O1CCOCC1, predict the reaction product. The product is: [ClH:29].[CH2:1]([C:8]1[CH:9]=[N:10][C:11]([N:14]2[CH2:19][CH2:18][NH:17][CH2:16][CH:15]2[CH2:27][OH:28])=[N:12][CH:13]=1)[C:2]1[CH:3]=[CH:4][CH:5]=[CH:6][CH:7]=1. (3) Given the reactants Cl[C:2]1[CH:7]=[CH:6][C:5]([F:8])=[CH:4][C:3]=1[N+:9]([O-:11])=[O:10].[C:12]([OH:21])(=[O:20])[C:13]1[C:14](=[CH:16][CH:17]=[CH:18][CH:19]=1)[SH:15], predict the reaction product. The product is: [F:8][C:5]1[CH:6]=[CH:7][C:2]([S:15][C:14]2[CH:16]=[CH:17][CH:18]=[CH:19][C:13]=2[C:12]([OH:21])=[O:20])=[C:3]([N+:9]([O-:11])=[O:10])[CH:4]=1. (4) The product is: [NH2:1][C:2]1[N:29]=[CH:28][C:27]([CH:31]=[CH2:32])=[CH:26][C:3]=1[C:4]([C:6]1[N:11]=[C:10]([N:12]2[CH2:18][CH2:17][CH2:16][N:15]([C:19](=[O:25])[CH2:20][C:21]([F:24])([F:23])[F:22])[CH2:14][CH2:13]2)[CH:9]=[CH:8][CH:7]=1)=[O:5]. Given the reactants [NH2:1][C:2]1[N:29]=[CH:28][C:27](Br)=[CH:26][C:3]=1[C:4]([C:6]1[N:11]=[C:10]([N:12]2[CH2:18][CH2:17][CH2:16][N:15]([C:19](=[O:25])[CH2:20][C:21]([F:24])([F:23])[F:22])[CH2:14][CH2:13]2)[CH:9]=[CH:8][CH:7]=1)=[O:5].[CH:31](B1OC(C)(C)C(C)(C)O1)=[CH2:32].C(=O)([O-])[O-].[Na+].[Na+], predict the reaction product.